This data is from Full USPTO retrosynthesis dataset with 1.9M reactions from patents (1976-2016). The task is: Predict the reactants needed to synthesize the given product. Given the product [F:14][C:15]1[CH:20]=[CH:19][CH:18]=[C:17]([F:21])[C:16]=1[C:2]1[N:11]=[CH:10][C:9]2[C:4](=[C:5]([O:12][CH3:13])[CH:6]=[CH:7][CH:8]=2)[N:3]=1, predict the reactants needed to synthesize it. The reactants are: Cl[C:2]1[N:11]=[CH:10][C:9]2[C:4](=[C:5]([O:12][CH3:13])[CH:6]=[CH:7][CH:8]=2)[N:3]=1.[F:14][C:15]1[CH:20]=[CH:19][CH:18]=[C:17]([F:21])[C:16]=1B(O)O.CCN(C(C)C)C(C)C.[Cl-].